This data is from Forward reaction prediction with 1.9M reactions from USPTO patents (1976-2016). The task is: Predict the product of the given reaction. (1) Given the reactants [C:1]([C:3]1[CH:8]=[CH:7][CH:6]=[CH:5][C:4]=1/[CH:9]=[CH:10]\[C:11]([OH:13])=[O:12])#[N:2].[H][H], predict the reaction product. The product is: [C:1]([C:3]1[CH:8]=[CH:7][CH:6]=[CH:5][C:4]=1[CH2:9][CH2:10][C:11]([OH:13])=[O:12])#[N:2]. (2) Given the reactants C([O:3][C:4](=O)[CH2:5][CH2:6][CH2:7][NH:8][C:9]1[CH:14]=[CH:13][C:12]([CH2:15][CH2:16][CH2:17][CH2:18][NH:19][C:20]([O:22][C:23]([CH3:26])([CH3:25])[CH3:24])=[O:21])=[CH:11][CH:10]=1)C.[NH3:28], predict the reaction product. The product is: [C:23]([O:22][C:20](=[O:21])[NH:19][CH2:18][CH2:17][CH2:16][CH2:15][C:12]1[CH:13]=[CH:14][C:9]([NH:8][CH2:7][CH2:6][CH2:5][C:4](=[O:3])[NH2:28])=[CH:10][CH:11]=1)([CH3:26])([CH3:25])[CH3:24]. (3) Given the reactants [CH3:1][O:2][C:3]1[CH:35]=[C:34]([O:36][CH3:37])[CH:33]=[CH:32][C:4]=1[CH2:5][N:6]1[C:11]2[C:12]3[C:20]([O:21][CH2:22][CH2:23][C:10]=2[C:9]([OH:27])=[C:8]([C:28]([OH:30])=[O:29])[C:7]1=[O:31])=[CH:19][C:18]1[N:17]([CH3:24])[C:16]([CH2:25][OH:26])=[CH:15][C:14]=1[CH:13]=3, predict the reaction product. The product is: [CH3:1][O:2][C:3]1[CH:35]=[C:34]([O:36][CH3:37])[CH:33]=[CH:32][C:4]=1[CH2:5][N:6]1[C:11]2[C:12]3[C:20]([O:21][CH2:22][CH2:23][C:10]=2[C:9]([OH:27])=[C:8]([C:28]([OH:30])=[O:29])[C:7]1=[O:31])=[CH:19][C:18]1[N:17]([CH3:24])[C:16]([CH:25]=[O:26])=[CH:15][C:14]=1[CH:13]=3. (4) Given the reactants [C:1]([Si:5]([CH3:27])([CH3:26])[O:6][CH2:7][C:8]1[CH:13]=[C:12](B2OC(C)(C)C(C)(C)O2)[CH:11]=[C:10]([N+:23]([O-:25])=[O:24])[CH:9]=1)([CH3:4])([CH3:3])[CH3:2].Br[C:29]1[S:33][C:32]([C@@:34]2([OH:46])[CH2:39][CH2:38][C@H:37]([C:40]([O:42][CH3:43])=[O:41])[C:36]([CH3:45])([CH3:44])[CH2:35]2)=[N:31][CH:30]=1.C(=O)([O-])[O-].[Cs+].[Cs+].C1(P(C2CCCCC2)C2C=CC=CC=2C2C(C(C)C)=CC(C(C)C)=CC=2C(C)C)CCCCC1, predict the reaction product. The product is: [Si:5]([O:6][CH2:7][C:8]1[CH:13]=[C:12]([C:29]2[S:33][C:32]([C@@:34]3([OH:46])[CH2:39][CH2:38][C@H:37]([C:40]([O:42][CH3:43])=[O:41])[C:36]([CH3:44])([CH3:45])[CH2:35]3)=[N:31][CH:30]=2)[CH:11]=[C:10]([N+:23]([O-:25])=[O:24])[CH:9]=1)([C:1]([CH3:2])([CH3:3])[CH3:4])([CH3:26])[CH3:27]. (5) Given the reactants [OH-].[Na+].[CH3:3][O:4]/[C:5](=[CH:10]\[C:11]1[CH:16]=[CH:15][C:14]([C:17]2[CH:22]=[CH:21][CH:20]=[C:19]([N:23]([CH3:32])[C:24]([NH:26][CH2:27][CH2:28][CH2:29][CH2:30][CH3:31])=[O:25])[CH:18]=2)=[CH:13][CH:12]=1)/[C:6]([O:8]C)=[O:7].C(O)(=O)C, predict the reaction product. The product is: [CH3:3][O:4]/[C:5](=[CH:10]\[C:11]1[CH:12]=[CH:13][C:14]([C:17]2[CH:22]=[CH:21][CH:20]=[C:19]([N:23]([CH3:32])[C:24]([NH:26][CH2:27][CH2:28][CH2:29][CH2:30][CH3:31])=[O:25])[CH:18]=2)=[CH:15][CH:16]=1)/[C:6]([OH:8])=[O:7].